Dataset: Reaction yield outcomes from USPTO patents with 853,638 reactions. Task: Predict the reaction yield, written as a fraction of the theoretical maximum amount of product (1.0 means a 100% yield; for example, 0.34 means a 34% yield). (1) The reactants are [CH3:1][NH:2][N:3]=[CH:4][C:5](=[O:7])[CH3:6].[CH2:8]([C:14]1[CH:19]=[CH:18][C:17]([C:20](=O)[CH:21]=[O:22])=[CH:16][CH:15]=1)[CH2:9][CH2:10][CH2:11][CH2:12][CH3:13].C(Cl)(Cl)Cl.CCCCCC.C(OCC)(=O)C. The catalyst is C(O)(=O)C. The product is [CH2:8]([C:14]1[CH:19]=[CH:18][C:17]([C:20]2[N:2]([CH3:1])[N:3]=[C:4]([C:5](=[O:7])[CH3:6])[C:21]=2[OH:22])=[CH:16][CH:15]=1)[CH2:9][CH2:10][CH2:11][CH2:12][CH3:13]. The yield is 0.0600. (2) The reactants are [CH3:1][C:2]1([CH3:29])[O:7][CH2:6][C:5]2=[CH:8][C:9]([NH:11][C:12]3[C:13](=[O:28])[N:14]([CH3:27])[CH:15]=[C:16](B4OC(C)(C)C(C)(C)O4)[CH:17]=3)=[N:10][N:4]2[CH2:3]1.Cl[C:31]1[CH:36]=[CH:35][N:34]=[C:33]([N:37]2[N:48]=[CH:47][C:46]3[C:45]4[CH2:44][C:43]([CH3:50])([CH3:49])[CH2:42][C:41]=4[S:40][C:39]=3[C:38]2=[O:51])[C:32]=1[CH:52]=[O:53].[O-]P([O-])([O-])=O.[K+].[K+].[K+].C([O-])(=O)C.[Na+]. The catalyst is C1C=CC(P(C2C=CC=CC=2)[C-]2C=CC=C2)=CC=1.C1C=CC(P(C2C=CC=CC=2)[C-]2C=CC=C2)=CC=1.Cl[Pd]Cl.[Fe+2].C(#N)C.O. The product is [CH3:29][C:2]1([CH3:1])[O:7][CH2:6][C:5]2=[CH:8][C:9]([NH:11][C:12]3[C:13](=[O:28])[N:14]([CH3:27])[CH:15]=[C:16]([C:31]4[CH:36]=[CH:35][N:34]=[C:33]([N:37]5[N:48]=[CH:47][C:46]6[C:45]7[CH2:44][C:43]([CH3:49])([CH3:50])[CH2:42][C:41]=7[S:40][C:39]=6[C:38]5=[O:51])[C:32]=4[CH:52]=[O:53])[CH:17]=3)=[N:10][N:4]2[CH2:3]1. The yield is 0.220. (3) The yield is 1.00. The catalyst is Cl.CCOCC. The reactants are C([O:5][C:6](=[O:42])[CH2:7][N:8]([CH:21]1[CH2:29][CH2:28][C:27]2[C:23](=[CH:24][N:25]([C:30]3[C:39]4[C:34](=[CH:35][CH:36]=[C:37]([O:40][CH3:41])[N:38]=4)[N:33]=[CH:32][CH:31]=3)[N:26]=2)[CH2:22]1)[CH2:9][C:10]1[CH:11]=[CH:12][C:13]2[S:18][CH2:17][C:16](=[O:19])[NH:15][C:14]=2[CH:20]=1)(C)(C)C. The product is [CH3:41][O:40][C:37]1[N:38]=[C:39]2[C:34](=[CH:35][CH:36]=1)[N:33]=[CH:32][CH:31]=[C:30]2[N:25]1[CH:24]=[C:23]2[C:27]([CH2:28][CH2:29][CH:21]([N:8]([CH2:7][C:6]([OH:42])=[O:5])[CH2:9][C:10]3[CH:11]=[CH:12][C:13]4[S:18][CH2:17][C:16](=[O:19])[NH:15][C:14]=4[CH:20]=3)[CH2:22]2)=[N:26]1. (4) The reactants are [CH2:1]([C:5]1[N:6]=[C:7]([CH3:27])[NH:8][C:9](=[O:26])[C:10]=1[CH2:11][C:12]1[CH:17]=[CH:16][C:15]([C:18]2[C:19]([C:24]#[N:25])=[CH:20][CH:21]=[CH:22][CH:23]=2)=[CH:14][CH:13]=1)[CH2:2][CH2:3][CH3:4].N(C(N1CCCCC1)=O)=NC(N1CCCCC1)=O.C(P(CCCC)CCCC)CCC.[S:59]1[C:63]2[CH:64]=[CH:65][CH:66]=[CH:67][C:62]=2[N:61]=[C:60]1[CH2:68]O. The catalyst is C(OCC)(=O)C.O1CCCC1. The product is [S:59]1[C:63]2[CH:64]=[CH:65][CH:66]=[CH:67][C:62]=2[N:61]=[C:60]1[CH2:68][N:8]1[C:9](=[O:26])[C:10]([CH2:11][C:12]2[CH:17]=[CH:16][C:15]([C:18]3[C:19]([C:24]#[N:25])=[CH:20][CH:21]=[CH:22][CH:23]=3)=[CH:14][CH:13]=2)=[C:5]([CH2:1][CH2:2][CH2:3][CH3:4])[N:6]=[C:7]1[CH3:27]. The yield is 0.450. (5) The reactants are Br[CH2:2][CH2:3][O:4][C:5]1[CH:10]=[CH:9][C:8]([NH:11][C:12](=[O:21])[C:13]2[CH:18]=[CH:17][C:16]([F:19])=[CH:15][C:14]=2[F:20])=[CH:7][C:6]=1[C:22]1[N:23]([CH3:27])[N:24]=[CH:25][CH:26]=1.C(N(CC)C(C)C)(C)C.[NH2:37][CH:38]1[CH2:43][CH2:42][O:41][CH2:40][CH2:39]1. The catalyst is CN(C)C(=O)C. The product is [F:20][C:14]1[CH:15]=[C:16]([F:19])[CH:17]=[CH:18][C:13]=1[C:12]([NH:11][C:8]1[CH:9]=[CH:10][C:5]([O:4][CH2:3][CH2:2][NH:37][CH:38]2[CH2:43][CH2:42][O:41][CH2:40][CH2:39]2)=[C:6]([C:22]2[N:23]([CH3:27])[N:24]=[CH:25][CH:26]=2)[CH:7]=1)=[O:21]. The yield is 0.590.